Dataset: Merck oncology drug combination screen with 23,052 pairs across 39 cell lines. Task: Regression. Given two drug SMILES strings and cell line genomic features, predict the synergy score measuring deviation from expected non-interaction effect. Drug 1: COC1=C2CC(C)CC(OC)C(O)C(C)C=C(C)C(OC(N)=O)C(OC)C=CC=C(C)C(=O)NC(=CC1=O)C2=O. Drug 2: NC1CCCCC1N.O=C(O)C(=O)O.[Pt+2]. Cell line: OVCAR3. Synergy scores: synergy=3.79.